The task is: Predict which catalyst facilitates the given reaction.. This data is from Catalyst prediction with 721,799 reactions and 888 catalyst types from USPTO. (1) Reactant: [O:1]1[CH2:6][CH2:5][N:4]([C:7](=[O:32])[CH2:8][NH:9][C:10]2[CH:14]=[C:13]([C:15]3[CH:20]=[CH:19][C:18]([O:21][C:22]4[CH:27]=[CH:26][CH:25]=[CH:24][CH:23]=4)=[CH:17][CH:16]=3)[S:12][C:11]=2[C:28]([O:30][CH3:31])=[O:29])[CH2:3][CH2:2]1.CCN(CC)CC.[CH3:40][C@H:41]1[CH2:46][CH2:45][C@H:44]([C:47](Cl)=[O:48])[CH2:43][CH2:42]1. Product: [CH3:40][C@H:41]1[CH2:46][CH2:45][C@H:44]([C:47]([N:9]([CH2:8][C:7]([N:4]2[CH2:5][CH2:6][O:1][CH2:2][CH2:3]2)=[O:32])[C:10]2[CH:14]=[C:13]([C:15]3[CH:16]=[CH:17][C:18]([O:21][C:22]4[CH:27]=[CH:26][CH:25]=[CH:24][CH:23]=4)=[CH:19][CH:20]=3)[S:12][C:11]=2[C:28]([O:30][CH3:31])=[O:29])=[O:48])[CH2:43][CH2:42]1. The catalyst class is: 91. (2) Reactant: Cl[C:2]1[CH:7]=C(NC2N=CN=C(NC(C3CC3)=O)C=2)C(=O)[N:4]2C(C3C=CC=C(F)C=3)(C)NC(=O)[C:3]=12.C(=O)([O-])[O-].[K+].[K+].Cl.[Br:41][C:42]1[C:47](=[O:48])[N:46]2[C:49]3([NH:55][C:56](=[O:57])[C:45]2=[C:44]([Cl:58])[CH:43]=1)[CH2:54][CH2:53][NH:52][CH2:51][CH2:50]3. Product: [Br:41][C:42]1[C:47](=[O:48])[N:46]2[C:49]3([NH:55][C:56](=[O:57])[C:45]2=[C:44]([Cl:58])[CH:43]=1)[CH2:54][CH2:53][N:52]([CH2:7][CH2:2][C:3]#[N:4])[CH2:51][CH2:50]3. The catalyst class is: 10. (3) Reactant: [NH2:1][CH2:2][CH2:3][N:4]([CH2:7][CH2:8][NH2:9])[N:5]=[O:6].[C:10]([O-:13])([OH:12])=O.[Na+].[C:15](O[C:15]([O:17][C:18]([CH3:21])([CH3:20])[CH3:19])=[O:16])([O:17][C:18]([CH3:21])([CH3:20])[CH3:19])=[O:16]. Product: [C:18]([O:12][C:10]([NH:1][CH2:2][CH2:3][N:4]([N:5]=[O:6])[CH2:7][CH2:8][NH:9][C:15](=[O:16])[O:17][C:18]([CH3:19])([CH3:20])[CH3:21])=[O:13])([CH3:21])([CH3:20])[CH3:19]. The catalyst class is: 21. (4) Reactant: [O:1]=[C:2]([N:23]1[CH2:28][CH2:27][N:26]2[C:29]([C:32]([F:35])([F:34])[F:33])=[N:30][CH:31]=[C:25]2[CH2:24]1)[CH2:3][C@H:4]([NH:15][C:16](=[O:22])[O:17][C:18]([CH3:21])([CH3:20])[CH3:19])[CH2:5][C:6]1[CH:11]=[C:10]([F:12])[C:9]([F:13])=[CH:8][C:7]=1[F:14].[Br:36]N1C(=O)CCC1=O.C(=O)([O-])[O-].[K+].[K+].C(OC(OC(C)(C)C)=O)(OC(C)(C)C)=O. Product: [O:1]=[C:2]([N:23]1[CH2:28][CH2:27][N:26]2[C:29]([C:32]([F:33])([F:34])[F:35])=[N:30][C:31]([Br:36])=[C:25]2[CH2:24]1)[CH2:3][C@H:4]([NH:15][C:16](=[O:22])[O:17][C:18]([CH3:21])([CH3:20])[CH3:19])[CH2:5][C:6]1[CH:11]=[C:10]([F:12])[C:9]([F:13])=[CH:8][C:7]=1[F:14]. The catalyst class is: 8. (5) Reactant: [F:8][C:7]([F:10])([F:9])[C:6](O[C:6](=[O:11])[C:7]([F:10])([F:9])[F:8])=[O:11].[Br:14][C:15]1[CH:16]=[C:17]([CH:26]=[CH:27][CH:28]=1)[NH:18][CH2:19][CH:20]1[CH2:25][CH2:24][CH2:23][CH2:22][CH2:21]1. Product: [Br:14][C:15]1[CH:16]=[C:17]([N:18]([CH2:19][CH:20]2[CH2:21][CH2:22][CH2:23][CH2:24][CH2:25]2)[C:6](=[O:11])[C:7]([F:8])([F:9])[F:10])[CH:26]=[CH:27][CH:28]=1. The catalyst class is: 2. (6) Reactant: [Br:1][C:2]1[N:7]=[CH:6][C:5]([N:8]2[C:12](=[O:13])[CH2:11][C:10]([CH3:15])([CH3:14])[NH:9]2)=[CH:4][CH:3]=1.[CH:16](O)=O.C=O.[OH-].[Na+]. Product: [Br:1][C:2]1[N:7]=[CH:6][C:5]([N:8]2[C:12](=[O:13])[CH2:11][C:10]([CH3:15])([CH3:14])[N:9]2[CH3:16])=[CH:4][CH:3]=1. The catalyst class is: 6.